The task is: Predict the reaction yield, written as a fraction of the theoretical maximum amount of product (1.0 means a 100% yield; for example, 0.34 means a 34% yield).. This data is from Reaction yield outcomes from USPTO patents with 853,638 reactions. (1) The reactants are [O:1]1[C:5]2[CH:6]=[CH:7][C:8]([C:10]3([C:13]([NH:15][C:16]4[CH:21]=[CH:20][C:19]([CH3:22])=[C:18](Br)[CH:17]=4)=[O:14])[CH2:12][CH2:11]3)=[CH:9][C:4]=2[O:3][CH2:2]1.[OH:24][CH2:25][C:26]1[CH:31]=[CH:30][C:29](B(O)O)=[CH:28][CH:27]=1.C([O-])([O-])=O.[K+].[K+]. The catalyst is CN(C)C=O. The product is [O:1]1[C:5]2[CH:6]=[CH:7][C:8]([C:10]3([C:13]([NH:15][C:16]4[CH:17]=[C:18]([C:29]5[CH:30]=[CH:31][C:26]([CH2:25][OH:24])=[CH:27][CH:28]=5)[C:19]([CH3:22])=[CH:20][CH:21]=4)=[O:14])[CH2:12][CH2:11]3)=[CH:9][C:4]=2[O:3][CH2:2]1. The yield is 0.590. (2) The reactants are [F:1][C:2]1[CH:10]=[C:9]2[C:5]([C:6]([C:20]3[CH:28]=[C:27]4[C:23]([CH2:24][C:25](=[O:29])[NH:26]4)=[CH:22][CH:21]=3)=[CH:7][N:8]2S(C2C=CC=CC=2)(=O)=O)=[CH:4][CH:3]=1.[NH4+].[Cl-]. The catalyst is C1COCC1.CO. The product is [F:1][C:2]1[CH:10]=[C:9]2[C:5]([C:6]([C:20]3[CH:28]=[C:27]4[C:23]([CH2:24][C:25](=[O:29])[NH:26]4)=[CH:22][CH:21]=3)=[CH:7][NH:8]2)=[CH:4][CH:3]=1. The yield is 0.100. (3) The reactants are BrN1[C:6](=[O:7])[CH2:5][CH2:4][C:3]1=O.[CH2:9](N(S(F)(F)F)[CH2:12][CH3:13])[CH3:10].C(=O)(O)[O-:19].[Na+]. The catalyst is ClCCl. The product is [C:12]([O:7][CH2:6][CH3:5])(=[O:19])[CH3:13].[CH3:3][CH2:4][CH2:5][CH2:6][CH2:9][CH3:10]. The yield is 0.450. (4) The reactants are [Cl:1][C:2]1[CH:7]=[CH:6][CH:5]=[C:4]([Cl:8])[C:3]=1[N:9]1[C:13]([C:14]2[CH:31]=[CH:30][C:17](/[CH:18]=[CH:19]/[C:20]3[CH:21]=[C:22]([CH:27]=[CH:28][CH:29]=3)[C:23]([O:25]C)=[O:24])=[CH:16][C:15]=2[CH3:32])=[CH:12][C:11]([C:33]([OH:36])([CH3:35])[CH3:34])=[N:10]1.O.O.[OH-].[Li+].CO. The catalyst is C1COCC1. The product is [Cl:8][C:4]1[CH:5]=[CH:6][CH:7]=[C:2]([Cl:1])[C:3]=1[N:9]1[C:13]([C:14]2[CH:31]=[CH:30][C:17](/[CH:18]=[CH:19]/[C:20]3[CH:21]=[C:22]([CH:27]=[CH:28][CH:29]=3)[C:23]([OH:25])=[O:24])=[CH:16][C:15]=2[CH3:32])=[CH:12][C:11]([C:33]([OH:36])([CH3:34])[CH3:35])=[N:10]1. The yield is 0.260. (5) The reactants are [CH3:1][C:2]([CH3:56])([CH2:10][C:11]([O:13][C@H:14]1[CH2:31][CH2:30][C@@:29]2([CH3:32])[C@@H:16]([CH2:17][CH2:18][C@:19]3([CH3:53])[C@@H:28]2[CH2:27][CH2:26][C@H:25]2[C@@:20]3([CH3:52])[CH2:21][CH2:22][C@@:23]3(/[CH:40]=[CH:41]/[C:42]([NH:44][CH2:45][CH:46]4[CH2:51][CH2:50][CH2:49][CH2:48][CH2:47]4)=[O:43])[CH2:35][C:34](=[O:36])[C:33]([CH:37]([CH3:39])[CH3:38])=[C:24]32)[C:15]1([CH3:55])[CH3:54])=[O:12])[C:3]([O:5]C(C)(C)C)=[O:4].C(O)(C(F)(F)F)=O. The catalyst is C(Cl)Cl. The product is [CH:46]1([CH2:45][NH:44][C:42](=[O:43])/[CH:41]=[CH:40]/[C@:23]23[CH2:35][C:34](=[O:36])[C:33]([CH:37]([CH3:38])[CH3:39])=[C:24]2[C@@H:25]2[C@@:20]([CH3:52])([CH2:21][CH2:22]3)[C@@:19]3([CH3:53])[C@@H:28]([C@:29]4([CH3:32])[C@@H:16]([CH2:17][CH2:18]3)[C:15]([CH3:54])([CH3:55])[C@@H:14]([O:13][C:11](=[O:12])[CH2:10][C:2]([CH3:1])([CH3:56])[C:3]([OH:5])=[O:4])[CH2:31][CH2:30]4)[CH2:27][CH2:26]2)[CH2:51][CH2:50][CH2:49][CH2:48][CH2:47]1. The yield is 0.290. (6) The reactants are [O:1]=[C:2]1[C:10](=O)[C:9]2[C:4](=[CH:5][CH:6]=[C:7]([O:12][C:13]([F:16])([F:15])[F:14])[CH:8]=2)[N:3]1[CH:17]([CH2:21][CH:22]([CH3:24])[CH3:23])[C:18]([OH:20])=[O:19].O.NN. No catalyst specified. The product is [CH3:23][CH:22]([CH3:24])[CH2:21][CH:17]([N:3]1[C:4]2[C:9](=[CH:8][C:7]([O:12][C:13]([F:16])([F:14])[F:15])=[CH:6][CH:5]=2)[CH2:10][C:2]1=[O:1])[C:18]([OH:20])=[O:19]. The yield is 0.930. (7) The reactants are [C:1]1([C:7]([CH3:16])([C:12]([O:14]C)=O)[C:8]([O:10]C)=O)[CH2:6][CH2:5][CH2:4][CH2:3][CH:2]=1.[CH2:17]([NH:20][C:21]([NH2:23])=[O:22])[CH2:18][CH3:19]. No catalyst specified. The product is [C:1]1([C:7]2([CH3:16])[C:8](=[O:10])[N:20]([CH2:17][CH2:18][CH3:19])[C:21](=[O:22])[NH:23][C:12]2=[O:14])[CH2:6][CH2:5][CH2:4][CH2:3][CH:2]=1. The yield is 0.380. (8) The catalyst is CC(N(C)C)=O.C(OCC)(=O)C. The product is [F:17][C:15]1[CH:16]=[C:8]([C:5]2[NH:4][C:3]([C:1]#[N:2])=[CH:7][CH:6]=2)[CH:9]=[C:10]2[C:14]=1[NH:13][C:12](=[O:18])[C:11]2([CH3:20])[CH3:19]. The reactants are [C:1]([C:3]1[N:4](C(OC(C)(C)C)=O)[C:5]([C:8]2[CH:9]=[C:10]3[C:14](=[C:15]([F:17])[CH:16]=2)[NH:13][C:12](=[O:18])[C:11]3([CH3:20])[CH3:19])=[CH:6][CH:7]=1)#[N:2]. The yield is 0.910.